Dataset: Full USPTO retrosynthesis dataset with 1.9M reactions from patents (1976-2016). Task: Predict the reactants needed to synthesize the given product. (1) Given the product [NH2:4][C@@H:16]([C:8]12[CH2:14][CH:12]3[CH2:11][CH:10]([CH2:15][C:6]([OH:5])([CH2:13]3)[CH2:7]1)[CH2:9]2)[C:17]([OH:19])=[O:18], predict the reactants needed to synthesize it. The reactants are: C([O-])=O.[NH4+:4].[OH:5][C:6]12[CH2:15][CH:10]3[CH2:11][CH:12]([CH2:14][C:8]([C:16](=O)[C:17]([OH:19])=[O:18])([CH2:9]3)[CH2:7]1)[CH2:13]2.[OH-].[NH4+]. (2) Given the product [CH2:16]([C:15]1([CH2:18][CH2:19][OH:20])[C:10]2[NH:9][C:8]3[C:7]([C:11]=2[CH2:12][CH2:13][O:14]1)=[CH:6][CH:5]=[CH:4][C:3]=3[CH2:2][CH3:1])[CH3:17], predict the reactants needed to synthesize it. The reactants are: [CH3:1][CH2:2][C:3]1[CH:4]=[CH:5][CH:6]=[C:7]2[C:11]3[CH2:12][CH2:13][O:14][C:15]([CH2:18][C:19](O)=[O:20])([CH2:16][CH3:17])[C:10]=3[NH:9][C:8]=12.[H-].[H-].[H-].[H-].[Li+].[Al+3]. (3) Given the product [OH:11][CH:12]([CH3:16])[CH:13]([NH:1][C:2]1[S:3][CH:4]=[C:5]([C:7]([O:9][CH3:10])=[O:8])[N:6]=1)[CH3:14], predict the reactants needed to synthesize it. The reactants are: [NH2:1][C:2]1[S:3][CH:4]=[C:5]([C:7]([O:9][CH3:10])=[O:8])[N:6]=1.[OH:11][CH:12]([CH3:16])[C:13](=O)[CH3:14].C(O)(=O)C.C(O[BH-](OC(=O)C)OC(=O)C)(=O)C.[Na+].C([O-])(O)=O.[Na+]. (4) Given the product [Cl:1][C:2]1[CH:3]=[C:4]([CH:17]=[CH:18][C:19]=1[Cl:20])[O:5][C:6]1[C:11]([CH3:12])=[CH:10][C:9]([NH2:13])=[C:8]([CH3:16])[CH:7]=1, predict the reactants needed to synthesize it. The reactants are: [Cl:1][C:2]1[CH:3]=[C:4]([CH:17]=[CH:18][C:19]=1[Cl:20])[O:5][C:6]1[C:11]([CH3:12])=[CH:10][C:9]([N+:13]([O-])=O)=[C:8]([CH3:16])[CH:7]=1.O.O.[Sn](Cl)Cl.C([O-])(O)=O.[Na+]. (5) Given the product [CH2:1]([O:8][C:9]1[C:14](=[O:15])[CH:13]=[C:12]([CH2:16][C:17]([F:20])([F:19])[F:18])[N:11]([CH3:21])[C:10]=1[CH2:22][Cl:26])[C:2]1[CH:7]=[CH:6][CH:5]=[CH:4][CH:3]=1, predict the reactants needed to synthesize it. The reactants are: [CH2:1]([O:8][C:9]1[C:14](=[O:15])[CH:13]=[C:12]([CH2:16][C:17]([F:20])([F:19])[F:18])[N:11]([CH3:21])[C:10]=1[CH2:22]O)[C:2]1[CH:7]=[CH:6][CH:5]=[CH:4][CH:3]=1.S(Cl)([Cl:26])=O.